From a dataset of Forward reaction prediction with 1.9M reactions from USPTO patents (1976-2016). Predict the product of the given reaction. (1) Given the reactants [NH2:1][C:2]1[N:7]=[C:6]([CH2:8][N:9]2[C:13]([CH3:15])([CH3:14])[C:12](=[O:16])[N:11]([C:17]3[CH:25]=[C:24]4[C:20]([C:21]([CH3:27])([CH3:26])[CH2:22][NH:23]4)=[CH:19][CH:18]=3)[C:10]2=[O:28])[CH:5]=[CH:4][N:3]=1.[N:29]([CH:32]1[CH2:37][CH2:36][N:35](C(=O)C(F)(F)F)[CH2:34][CH2:33]1)=[C:30]=[O:31], predict the reaction product. The product is: [NH:35]1[CH2:36][CH2:37][CH:32]([NH:29][C:30]([N:23]2[C:24]3[C:20](=[CH:19][CH:18]=[C:17]([N:11]4[C:12](=[O:16])[C:13]([CH3:15])([CH3:14])[N:9]([CH2:8][C:6]5[CH:5]=[CH:4][N:3]=[C:2]([NH2:1])[N:7]=5)[C:10]4=[O:28])[CH:25]=3)[C:21]([CH3:27])([CH3:26])[CH2:22]2)=[O:31])[CH2:33][CH2:34]1. (2) Given the reactants Cl[C:2]1[N:7]=[C:6]([N:8]2[CH2:13][CH2:12][CH2:11][C@@H:10]([N:14]([CH3:20])[C:15]([N:17]([CH3:19])[CH3:18])=[O:16])[CH2:9]2)[CH:5]=[N:4][C:3]=1[C:21]#[N:22].[NH2:23][C:24]1[CH:29]=[CH:28][C:27]([CH:30]2[CH2:35][CH2:34][N:33]([C:36]([O:38][C:39]([CH3:42])([CH3:41])[CH3:40])=[O:37])[CH2:32][CH2:31]2)=[CH:26][CH:25]=1.C(=O)([O-])[O-].[Cs+].[Cs+].C1C=CC(P(C2C(C3C(P(C4C=CC=CC=4)C4C=CC=CC=4)=CC=C4C=3C=CC=C4)=C3C(C=CC=C3)=CC=2)C2C=CC=CC=2)=CC=1, predict the reaction product. The product is: [C:21]([C:3]1[C:2]([NH:23][C:24]2[CH:29]=[CH:28][C:27]([CH:30]3[CH2:31][CH2:32][N:33]([C:36]([O:38][C:39]([CH3:42])([CH3:41])[CH3:40])=[O:37])[CH2:34][CH2:35]3)=[CH:26][CH:25]=2)=[N:7][C:6]([N:8]2[CH2:13][CH2:12][CH2:11][C@@H:10]([N:14]([CH3:20])[C:15]([N:17]([CH3:19])[CH3:18])=[O:16])[CH2:9]2)=[CH:5][N:4]=1)#[N:22]. (3) The product is: [C:10]([NH:9][C:5]1[CH:4]=[C:3]([C:1]#[C:2][C:14]2[CH:15]=[N:16][CH:17]=[C:18]([CH:31]=2)[C:19]([N:21]=[S@@:22]([CH3:30])(=[O:29])[C:23]2[CH:28]=[CH:27][CH:26]=[CH:25][CH:24]=2)=[O:20])[CH:8]=[CH:7][CH:6]=1)(=[O:12])[CH3:11]. Given the reactants [C:1]([C:3]1[CH:4]=[C:5]([NH:9][C:10](=[O:12])[CH3:11])[CH:6]=[CH:7][CH:8]=1)#[CH:2].Br[C:14]1[CH:15]=[N:16][CH:17]=[C:18]([CH:31]=1)[C:19]([N:21]=[S@@:22]([CH3:30])(=[O:29])[C:23]1[CH:28]=[CH:27][CH:26]=[CH:25][CH:24]=1)=[O:20], predict the reaction product. (4) The product is: [NH2:48][C:45]1[N:44]=[CH:43][N:42]=[C:41]2[C:46]=1[N:47]=[C:39]([S:38][C:29]1[C:28]([Br:27])=[CH:37][C:32]3[O:33][CH2:34][CH2:35][O:36][C:31]=3[CH:30]=1)[N:40]2[CH2:49][CH2:50][CH:51]1[CH2:52][CH2:53][N:54]([C:19](=[O:25])[CH2:20][CH2:21][C:22]([NH2:24])=[O:23])[CH2:55][CH2:56]1. Given the reactants C(N(CC)CC)C.CCN=C=NCCCN(C)C.[C:19](O)(=[O:25])[CH2:20][CH2:21][C:22]([NH2:24])=[O:23].[Br:27][C:28]1[C:29]([S:38][C:39]2[N:40]([CH2:49][CH2:50][CH:51]3[CH2:56][CH2:55][NH:54][CH2:53][CH2:52]3)[C:41]3[C:46]([N:47]=2)=[C:45]([NH2:48])[N:44]=[CH:43][N:42]=3)=[CH:30][C:31]2[O:36][CH2:35][CH2:34][O:33][C:32]=2[CH:37]=1, predict the reaction product.